This data is from Forward reaction prediction with 1.9M reactions from USPTO patents (1976-2016). The task is: Predict the product of the given reaction. Given the reactants [S:1]1[C:5]2[CH:6]=[CH:7][CH:8]=[CH:9][C:4]=2[CH:3]=[C:2]1[C:10]([NH:12][C@H:13]([C:18]([N:20]1[CH2:25][CH2:24][N:23](C(OCC2C=CC=CC=2)=O)[CH2:22][CH2:21]1)=[O:19])[CH2:14][CH:15]([CH3:17])[CH3:16])=[O:11], predict the reaction product. The product is: [CH3:16][CH:15]([CH3:17])[CH2:14][C@H:13]([NH:12][C:10]([C:2]1[S:1][C:5]2[CH:6]=[CH:7][CH:8]=[CH:9][C:4]=2[CH:3]=1)=[O:11])[C:18]([N:20]1[CH2:25][CH2:24][NH:23][CH2:22][CH2:21]1)=[O:19].